Dataset: Forward reaction prediction with 1.9M reactions from USPTO patents (1976-2016). Task: Predict the product of the given reaction. (1) Given the reactants [C@H:1]12[CH2:8][CH2:7][CH2:6][C@H:5]1[CH2:4][NH:3][C@@H:2]2[CH2:9][NH:10][C:11]([C:13]1[N:20]2[C:16]([S:17][CH:18]=[CH:19]2)=[N:15][C:14]=1[CH3:21])=[O:12].[CH3:22][C:23]1[S:24][C:25]([C:31]2[CH:32]=[C:33]([CH3:37])[CH:34]=[CH:35][CH:36]=2)=[C:26]([C:28](O)=[O:29])[N:27]=1, predict the reaction product. The product is: [CH3:22][C:23]1[S:24][C:25]([C:31]2[CH:32]=[C:33]([CH3:37])[CH:34]=[CH:35][CH:36]=2)=[C:26]([C:28]([N:3]2[CH2:4][C@H:5]3[C@H:1]([CH2:8][CH2:7][CH2:6]3)[C@H:2]2[CH2:9][NH:10][C:11]([C:13]2[N:20]3[C:16]([S:17][CH:18]=[CH:19]3)=[N:15][C:14]=2[CH3:21])=[O:12])=[O:29])[N:27]=1. (2) Given the reactants [ClH:1].[N:2]12[CH2:9][CH2:8][CH:5]([CH2:6][CH2:7]1)[C@@H:4]([NH:10][C:11]([C:13]1[S:14][C:15]3[C:21](Br)=[CH:20][CH:19]=[CH:18][C:16]=3[CH:17]=1)=[O:12])[CH2:3]2.[OH:23][CH2:24][C:25]1[CH:30]=[CH:29][CH:28]=[CH:27][C:26]=1B(O)O.C(=O)([O-])[O-].[Na+].[Na+], predict the reaction product. The product is: [ClH:1].[N:2]12[CH2:9][CH2:8][CH:5]([CH2:6][CH2:7]1)[C@@H:4]([NH:10][C:11]([C:13]1[S:14][C:15]3[C:21]([C:26]4[CH:27]=[CH:28][CH:29]=[CH:30][C:25]=4[CH2:24][OH:23])=[CH:20][CH:19]=[CH:18][C:16]=3[CH:17]=1)=[O:12])[CH2:3]2. (3) Given the reactants [CH2:1]([O:5][C:6]1[N:14]=[C:13]2[C:9]([N:10]=[C:11]([O:28]C)[N:12]2[CH2:15][CH2:16][N:17]2[CH2:22][CH2:21][CH2:20][CH2:19][CH:18]2[C:23]([O:25][CH2:26]C)=[O:24])=[C:8]([NH2:30])[N:7]=1)[CH2:2][CH2:3][CH3:4].[OH-].[Na+], predict the reaction product. The product is: [CH2:1]([O:5][C:6]1[N:14]=[C:13]2[C:9]([NH:10][C:11](=[O:28])[N:12]2[CH2:15][CH2:16][N:17]2[CH2:22][CH2:21][CH2:20][CH2:19][CH:18]2[C:23]([O:25][CH3:26])=[O:24])=[C:8]([NH2:30])[N:7]=1)[CH2:2][CH2:3][CH3:4]. (4) Given the reactants C(=O)([O-])O.[Na+].Cl.[NH2:7][OH:8].[F:9][C:10]([F:30])([F:29])[C:11]1[CH:16]=[CH:15][C:14]([C:17]([F:20])([F:19])[F:18])=[CH:13][C:12]=1[C:21]1[CH:26]=[CH:25][N:24]=[C:23]([C:27]#[N:28])[CH:22]=1, predict the reaction product. The product is: [F:30][C:10]([F:29])([F:9])[C:11]1[CH:16]=[CH:15][C:14]([C:17]([F:18])([F:19])[F:20])=[CH:13][C:12]=1[C:21]1[CH:26]=[CH:25][N:24]=[C:23]([C:27](=[N:7][OH:8])[NH2:28])[CH:22]=1. (5) Given the reactants [Br:1][C:2]1[CH:3]=[CH:4][CH:5]=[C:6]2[C:10]=1[N:9]([CH3:11])[N:8]=[C:7]2[NH:12][C:13](=[O:18])[C:14]([F:17])([F:16])[F:15].[CH3:19]C(C)([O-])C.[K+].IC, predict the reaction product. The product is: [Br:1][C:2]1[CH:3]=[CH:4][CH:5]=[C:6]2[C:10]=1[N:9]([CH3:11])[N:8]=[C:7]2[N:12]([CH3:19])[C:13](=[O:18])[C:14]([F:16])([F:15])[F:17]. (6) Given the reactants [Si](Cl)(C(C)(C)C)(C)C.N1C=CN=C1.[Si:14]([O:21][CH2:22][CH2:23][C:24]1[CH:25]=[C:26]([CH2:29][C:30]#N)[S:27][CH:28]=1)([C:17]([CH3:20])([CH3:19])[CH3:18])([CH3:16])[CH3:15].C(=O)([O-])[O-:33].[K+].[K+], predict the reaction product. The product is: [Si:14]([O:21][CH2:22][CH2:23][C:24]1[CH:25]=[C:26]([CH2:29][CH2:30][OH:33])[S:27][CH:28]=1)([C:17]([CH3:20])([CH3:19])[CH3:18])([CH3:16])[CH3:15].